Dataset: Reaction yield outcomes from USPTO patents with 853,638 reactions. Task: Predict the reaction yield, written as a fraction of the theoretical maximum amount of product (1.0 means a 100% yield; for example, 0.34 means a 34% yield). (1) The reactants are C(=O)([O-])[O-].[Cs+].[Cs+].Br[CH2:8][CH2:9]Br.[Cl:11][C:12]1[N:20]=[C:19]2[C:15]([N:16]=[C:17]([C:21]([OH:24])([CH3:23])[CH3:22])[NH:18]2)=[C:14]([Cl:25])[N:13]=1. The catalyst is CN(C=O)C. The product is [Cl:25][C:14]1[C:15]2[N:16]=[C:17]3[N:18]([CH2:8][CH2:9][O:24][C:21]3([CH3:23])[CH3:22])[C:19]=2[N:20]=[C:12]([Cl:11])[N:13]=1. The yield is 0.270. (2) The reactants are [NH2:1][C:2]1[C:7]2=[C:8]([C:15]3[CH:20]=[CH:19][C:18]([N+:21]([O-])=O)=[CH:17][CH:16]=3)[C:9]([C:11]([NH:13][CH3:14])=[O:12])=[CH:10][N:6]2[N:5]=[CH:4][N:3]=1.[C:24]([C:28]1[CH:33]=[CH:32][N:31]=[C:30]([NH:34][C:35](=O)[O:36]C2C=CC=CC=2)[CH:29]=1)([CH3:27])([CH3:26])[CH3:25].C(N(CC)CC)C. The catalyst is CN(C=O)C. The product is [NH2:1][C:2]1[C:7]2=[C:8]([C:15]3[CH:20]=[CH:19][C:18]([NH:21][C:35]([NH:34][C:30]4[CH:29]=[C:28]([C:24]([CH3:27])([CH3:26])[CH3:25])[CH:33]=[CH:32][N:31]=4)=[O:36])=[CH:17][CH:16]=3)[C:9]([C:11]([NH:13][CH3:14])=[O:12])=[CH:10][N:6]2[N:5]=[CH:4][N:3]=1. The yield is 0.260. (3) The reactants are [N:1]1([CH:6]([CH3:10])[CH2:7][CH2:8]O)[CH2:5][CH2:4][CH2:3][CH2:2]1.S(Cl)([Cl:13])=O. The catalyst is C(Cl)Cl. The product is [ClH:13].[Cl:13][CH2:8][CH2:7][CH:6]([N:1]1[CH2:5][CH2:4][CH2:3][CH2:2]1)[CH3:10]. The yield is 1.00. (4) The reactants are F[C:2]1[CH:7]=[C:6]([N+:8]([O-:10])=[O:9])[CH:5]=[CH:4][C:3]=1[N:11]1[CH2:16][C@@H:15]([CH3:17])[N:14]([CH3:18])[CH2:13][C@@H:12]1[CH3:19].C[C@H]1CN[C@H](C)CN1C1C=CC([N+]([O-])=O)=CC=1. No catalyst specified. The product is [CH3:18][N:14]1[CH2:13][C@@H:12]([CH3:19])[N:11]([C:3]2[CH:2]=[CH:7][C:6]([N+:8]([O-:10])=[O:9])=[CH:5][CH:4]=2)[CH2:16][C@@H:15]1[CH3:17]. The yield is 1.11.